From a dataset of Peptide-MHC class I binding affinity with 185,985 pairs from IEDB/IMGT. Regression. Given a peptide amino acid sequence and an MHC pseudo amino acid sequence, predict their binding affinity value. This is MHC class I binding data. (1) The peptide sequence is MMWIPGWFG. The MHC is HLA-A02:12 with pseudo-sequence HLA-A02:12. The binding affinity (normalized) is 0.517. (2) The peptide sequence is YQRALHTSI. The MHC is HLA-B40:13 with pseudo-sequence HLA-B40:13. The binding affinity (normalized) is 0.620. (3) The peptide sequence is YAMAIRQAI. The MHC is HLA-B44:02 with pseudo-sequence HLA-B44:02. The binding affinity (normalized) is 0.213. (4) The peptide sequence is QQYAGWSAL. The MHC is HLA-B15:02 with pseudo-sequence HLA-B15:02. The binding affinity (normalized) is 0.763. (5) The peptide sequence is STFAASGPF. The MHC is HLA-A02:01 with pseudo-sequence HLA-A02:01. The binding affinity (normalized) is 0.0847. (6) The MHC is Mamu-A01 with pseudo-sequence Mamu-A01. The binding affinity (normalized) is 0.660. The peptide sequence is VTAASPML. (7) The peptide sequence is YPITADKRI. The MHC is HLA-A31:01 with pseudo-sequence HLA-A31:01. The binding affinity (normalized) is 0.0847. (8) The peptide sequence is LLACAGLAYK. The MHC is HLA-A31:01 with pseudo-sequence HLA-A31:01. The binding affinity (normalized) is 0.396. (9) The peptide sequence is STCYVFGLY. The MHC is HLA-A03:01 with pseudo-sequence HLA-A03:01. The binding affinity (normalized) is 0.564. (10) The peptide sequence is DTKCKNNYF. The MHC is HLA-B44:02 with pseudo-sequence HLA-B44:02. The binding affinity (normalized) is 0.0847.